The task is: Predict the product of the given reaction.. This data is from Forward reaction prediction with 1.9M reactions from USPTO patents (1976-2016). (1) Given the reactants S(S([O-])=O)([O-])=O.[Na+].[Na+].[NH:9]([C:16]1[C:21]([Br:22])=[CH:20][N:19]=[C:18]([NH:23][C:24]2[CH:29]=[CH:28][C:27]([N+:30]([O-])=O)=[CH:26][CH:25]=2)[N:17]=1)[C:10]1[CH:15]=[CH:14][CH:13]=[CH:12][CH:11]=1.C(O)C, predict the reaction product. The product is: [NH2:30][C:27]1[CH:28]=[CH:29][C:24]([NH:23][C:18]2[N:17]=[C:16]([NH:9][C:10]3[CH:15]=[CH:14][CH:13]=[CH:12][CH:11]=3)[C:21]([Br:22])=[CH:20][N:19]=2)=[CH:25][CH:26]=1. (2) Given the reactants [CH3:1][N:2]([CH3:37])[CH2:3][C:4]#[C:5][C:6]1[CH:7]=[C:8]([CH:34]=[CH:35][CH:36]=1)[C:9]([NH:11][C:12]1[CH:17]=[CH:16][C:15]([O:18][C:19]2[C:24]([C:25]3[CH:30]=[CH:29][N:28]=[C:27]([NH:31][CH3:32])[N:26]=3)=[CH:23][CH:22]=[CH:21][N:20]=2)=[C:14]([CH3:33])[CH:13]=1)=[O:10].[H][H], predict the reaction product. The product is: [CH3:37][N:2]([CH3:1])[CH2:3][CH2:4][CH2:5][C:6]1[CH:7]=[C:8]([CH:34]=[CH:35][CH:36]=1)[C:9]([NH:11][C:12]1[CH:17]=[CH:16][C:15]([O:18][C:19]2[C:24]([C:25]3[CH:30]=[CH:29][N:28]=[C:27]([NH:31][CH3:32])[N:26]=3)=[CH:23][CH:22]=[CH:21][N:20]=2)=[C:14]([CH3:33])[CH:13]=1)=[O:10]. (3) Given the reactants Cl[C:2]1[CH:11]=[CH:10][C:9]2[C:4](=[C:5]([NH:12][C:13]([C:15]3[N:16]=[CH:17][S:18][CH:19]=3)=[O:14])[CH:6]=[CH:7][CH:8]=2)[N:3]=1.[F:20][C:21]1[CH:22]=[C:23](B(O)O)[CH:24]=[CH:25][CH:26]=1.C(Cl)Cl, predict the reaction product. The product is: [F:20][C:21]1[CH:26]=[C:25]([C:2]2[CH:11]=[CH:10][C:9]3[C:4](=[C:5]([NH:12][C:13]([C:15]4[N:16]=[CH:17][S:18][CH:19]=4)=[O:14])[CH:6]=[CH:7][CH:8]=3)[N:3]=2)[CH:24]=[CH:23][CH:22]=1. (4) Given the reactants Cl[C:2]1[C:7]([CH:8]=[O:9])=[C:6]([N:10]2[CH2:22][CH2:21][C:20]3[N:19]4[C:14]([CH2:15][CH2:16][CH2:17][CH2:18]4)=[C:13]([F:23])[C:12]=3[C:11]2=[O:24])[N:5]=[CH:4][CH:3]=1.[CH3:25][N:26]1[C:30]([CH3:31])=[CH:29][C:28]([NH:32][C:33]2[C:34](=[O:49])[N:35]([CH3:48])[CH:36]=[C:37](B3OC(C)(C)C(C)(C)O3)[CH:38]=2)=[N:27]1.C1(P(C2CCCCC2)C2CCCCC2)CCCCC1.C([O-])([O-])=O.[Cs+].[Cs+], predict the reaction product. The product is: [CH3:25][N:26]1[C:30]([CH3:31])=[CH:29][C:28]([NH:32][C:33]2[C:34](=[O:49])[N:35]([CH3:48])[CH:36]=[C:37]([C:2]3[CH:3]=[CH:4][N:5]=[C:6]([N:10]4[CH2:22][CH2:21][C:20]5[N:19]6[C:14]([CH2:15][CH2:16][CH2:17][CH2:18]6)=[C:13]([F:23])[C:12]=5[C:11]4=[O:24])[C:7]=3[CH:8]=[O:9])[CH:38]=2)=[N:27]1.